This data is from Full USPTO retrosynthesis dataset with 1.9M reactions from patents (1976-2016). The task is: Predict the reactants needed to synthesize the given product. Given the product [P:5]([O-:9])([OH:8])([OH:7])=[O:6].[Na+:10].[C:1]([O-:4])(=[O:3])[CH3:2].[Na+:10], predict the reactants needed to synthesize it. The reactants are: [C:1]([O-:4])(=[O:3])[CH3:2].[P:5]([O-:9])([OH:8])([OH:7])=[O:6].[Na+:10].